This data is from Catalyst prediction with 721,799 reactions and 888 catalyst types from USPTO. The task is: Predict which catalyst facilitates the given reaction. Reactant: Cl[C:2]1[N:7]=[C:6]([C:8]2[S:12][C:11]([N:13]([CH3:15])[CH3:14])=[N:10][C:9]=2[C:16]2[CH:17]=[C:18]([NH:22][C:23](=[O:32])[C:24]3[C:29]([F:30])=[CH:28][CH:27]=[CH:26][C:25]=3[F:31])[CH:19]=[CH:20][CH:21]=2)[CH:5]=[CH:4][N:3]=1.Cl.[N:34]1([CH2:39][CH2:40][O:41][C:42]2[N:47]=[CH:46][C:45]([NH2:48])=[CH:44][CH:43]=2)[CH2:38][CH2:37][CH2:36][CH2:35]1.CC(O)C.Cl. Product: [CH3:14][N:13]([CH3:15])[C:11]1[S:12][C:8]([C:6]2[CH:5]=[CH:4][N:3]=[C:2]([NH:48][C:45]3[CH:46]=[N:47][C:42]([O:41][CH2:40][CH2:39][N:34]4[CH2:38][CH2:37][CH2:36][CH2:35]4)=[CH:43][CH:44]=3)[N:7]=2)=[C:9]([C:16]2[CH:17]=[C:18]([NH:22][C:23](=[O:32])[C:24]3[C:29]([F:30])=[CH:28][CH:27]=[CH:26][C:25]=3[F:31])[CH:19]=[CH:20][CH:21]=2)[N:10]=1. The catalyst class is: 12.